From a dataset of Catalyst prediction with 721,799 reactions and 888 catalyst types from USPTO. Predict which catalyst facilitates the given reaction. (1) Reactant: C(=O)([O-])[O-].[K+].[K+].[OH:7][C:8]1[CH:13]=[CH:12][CH:11]=[CH:10][C:9]=1[C:14](=[O:16])[CH3:15]. Product: [CH2:10]([O:7][C:8]1[CH:13]=[CH:12][CH:11]=[CH:10][C:9]=1[C:14](=[O:16])[CH3:15])[CH2:9][CH:8]=[CH2:13]. The catalyst class is: 21. (2) Reactant: [C:1]([C:4]1[O:8][C:7]2[C:9](=[O:19])[C:10]3[C:15]([C:16](=[O:17])[C:6]=2[CH:5]=1)=[C:14]([OH:18])[CH:13]=[CH:12][CH:11]=3)(=[O:3])[CH3:2].C(Cl)Cl.C(N(CC)CC)C.C(O)=O. Product: [OH:3][CH:1]([C:4]1[O:8][C:7]2[C:9](=[O:19])[C:10]3[C:15]([C:16](=[O:17])[C:6]=2[CH:5]=1)=[C:14]([OH:18])[CH:13]=[CH:12][CH:11]=3)[CH3:2]. The catalyst class is: 223. (3) Reactant: [C:1]([C:4]([C:16](=[O:18])[CH3:17])=[CH:5][C:6]1[CH:13]=[CH:12][C:9]([C:10]#[N:11])=[CH:8][C:7]=1[CH2:14][CH3:15])(=O)[CH3:2].[NH2:19][C:20]1[CH:25]=[CH:24][NH:23][C:22](=[O:26])[CH:21]=1. Product: [C:16]([C:4]1[CH:5]([C:6]2[CH:13]=[CH:12][C:9]([C:10]#[N:11])=[CH:8][C:7]=2[CH2:14][CH3:15])[C:21]2[C:22](=[O:26])[NH:23][CH:24]=[CH:25][C:20]=2[NH:19][C:1]=1[CH3:2])(=[O:18])[CH3:17]. The catalyst class is: 32. (4) Reactant: C[O:2][C:3](=[O:32])[CH2:4][O:5][C:6]1[CH:14]=[C:13]2[CH2:15][CH2:16][CH2:17][C:12]2=[C:11]2[C:7]=1[C:8]([C:27](=[O:31])[C:28]([NH2:30])=[O:29])=[C:9]([CH3:26])[N:10]2[CH2:18][C:19]1[CH:24]=[CH:23][C:22]([F:25])=[CH:21][CH:20]=1.[OH-].[Li+]. Product: [NH2:30][C:28](=[O:29])[C:27]([C:8]1[C:7]2[C:11](=[C:12]3[CH2:17][CH2:16][CH2:15][C:13]3=[CH:14][C:6]=2[O:5][CH2:4][C:3]([OH:32])=[O:2])[N:10]([CH2:18][C:19]2[CH:24]=[CH:23][C:22]([F:25])=[CH:21][CH:20]=2)[C:9]=1[CH3:26])=[O:31]. The catalyst class is: 83. (5) Reactant: [N+:1]([C:4]1[CH:8]=[CH:7][NH:6][N:5]=1)([O-:3])=[O:2].[H-].[Na+].Cl[CH2:12][O:13][CH2:14][CH2:15][Si:16]([CH3:19])([CH3:18])[CH3:17]. Product: [N+:1]([C:4]1[CH:8]=[CH:7][N:6]([CH2:12][O:13][CH2:14][CH2:15][Si:16]([CH3:19])([CH3:18])[CH3:17])[N:5]=1)([O-:3])=[O:2]. The catalyst class is: 1.